Dataset: NCI-60 drug combinations with 297,098 pairs across 59 cell lines. Task: Regression. Given two drug SMILES strings and cell line genomic features, predict the synergy score measuring deviation from expected non-interaction effect. (1) Drug 1: C#CCC(CC1=CN=C2C(=N1)C(=NC(=N2)N)N)C3=CC=C(C=C3)C(=O)NC(CCC(=O)O)C(=O)O. Drug 2: N.N.Cl[Pt+2]Cl. Cell line: NCI-H226. Synergy scores: CSS=12.1, Synergy_ZIP=-3.99, Synergy_Bliss=-2.92, Synergy_Loewe=-1.72, Synergy_HSA=-2.46. (2) Drug 1: C1CC(=O)NC(=O)C1N2CC3=C(C2=O)C=CC=C3N. Drug 2: C1=CC(=CC=C1CCC2=CNC3=C2C(=O)NC(=N3)N)C(=O)NC(CCC(=O)O)C(=O)O. Cell line: RXF 393. Synergy scores: CSS=9.15, Synergy_ZIP=-6.40, Synergy_Bliss=-1.84, Synergy_Loewe=-3.40, Synergy_HSA=-0.133.